This data is from Aqueous solubility values for 9,982 compounds from the AqSolDB database. The task is: Regression/Classification. Given a drug SMILES string, predict its absorption, distribution, metabolism, or excretion properties. Task type varies by dataset: regression for continuous measurements (e.g., permeability, clearance, half-life) or binary classification for categorical outcomes (e.g., BBB penetration, CYP inhibition). For this dataset (solubility_aqsoldb), we predict Y. (1) The compound is Clc1ccc(Br)cc1Cl. The Y is -1.01 log mol/L. (2) The molecule is COC(=O)C1=CCCN(C)C1. The Y is 0.809 log mol/L.